Dataset: Full USPTO retrosynthesis dataset with 1.9M reactions from patents (1976-2016). Task: Predict the reactants needed to synthesize the given product. (1) Given the product [Li+:1].[CH3:6][Si:7]([N-:10][Si:11]([CH3:14])([CH3:13])[CH3:12])([CH3:9])[CH3:8].[C:43]([O:47][C:48](=[O:50])[CH2:49][C:57]1[CH:56]=[CH:55][C:54]([C:59]([F:62])([F:61])[F:60])=[CH:53][C:52]=1[Cl:51])([CH3:46])([CH3:45])[CH3:44], predict the reactants needed to synthesize it. The reactants are: [Li:1]CCCC.[CH3:6][Si:7]([NH:10][Si:11]([CH3:14])([CH3:13])[CH3:12])([CH3:9])[CH3:8].C1(P(C2CCCCC2)C2C=CC=CC=2C2C=CC=CC=2N(C)C)CCCCC1.[C:43]([O:47][C:48](=[O:50])[CH3:49])([CH3:46])([CH3:45])[CH3:44].[Cl:51][C:52]1[CH:53]=[C:54]([C:59]([F:62])([F:61])[F:60])[CH:55]=[CH:56][C:57]=1I. (2) Given the product [CH3:33][O:34][C:35]1[CH:40]=[C:39]([O:41][CH3:42])[CH:38]=[CH:37][C:36]=1[CH2:43][N:44]([O:57][CH2:58][C:59]1[CH:60]=[CH:61][C:62]([O:65][CH3:66])=[CH:63][CH:64]=1)[C:45]([CH2:47][C@@H:48]([CH2:53][CH:54]([CH3:56])[CH3:55])[C:49]([NH:92][C@@H:13]([CH2:12][CH2:11][C:10]([NH2:9])=[O:32])[C:14]([N:16]([C@H:80]([C:101](=[O:102])[NH2:99])[CH2:81][CH:73]([CH3:72])[CH3:74])[CH2:17][CH2:18][C:19]1[CH:20]=[CH:21][C:22]([C:25]2[CH:26]=[CH:27][CH:28]=[CH:29][CH:30]=2)=[CH:23][CH:24]=1)=[O:15])=[O:50])=[O:46], predict the reactants needed to synthesize it. The reactants are: C([C@@H]([NH:9][C:10](=[O:32])[C@@H:11](N)[CH2:12][CH2:13][C:14]([NH:16][CH2:17][CH2:18][C:19]1[CH:24]=[CH:23][C:22]([C:25]2[CH:30]=[CH:29][CH:28]=[CH:27][CH:26]=2)=[CH:21][CH:20]=1)=[O:15])CC(C)C)(=O)N.[CH3:33][O:34][C:35]1[CH:40]=[C:39]([O:41][CH3:42])[CH:38]=[CH:37][C:36]=1[CH2:43][N:44]([O:57][CH2:58][C:59]1[CH:64]=[CH:63][C:62]([O:65][CH3:66])=[CH:61][CH:60]=1)[C:45]([CH2:47][C@@H:48]([CH2:53][CH:54]([CH3:56])[CH3:55])[C:49](OC)=[O:50])=[O:46].CCN=C=N[CH2:72][CH2:73][CH2:74]N(C)C.Cl.O[C:80]1C2N=NNC=2C=C[CH:81]=1.C([N:92](C(C)C)CC)(C)C.C[N:99]([CH:101]=[O:102])C. (3) Given the product [F:28][CH:29]([F:39])[O:30][C:31]1[CH:32]=[CH:33][C:34]([N:37]2[C:2]([CH3:11])=[C:3]([C:4]([O:6][C:7]([CH3:10])([CH3:9])[CH3:8])=[O:5])[CH:12]=[N:38]2)=[CH:35][CH:36]=1, predict the reactants needed to synthesize it. The reactants are: O=[C:2]([CH3:11])[CH2:3][C:4]([O:6][C:7]([CH3:10])([CH3:9])[CH3:8])=[O:5].[CH3:12]OC(OC)N(C)C.C(N(CC)CC)C.Cl.[F:28][CH:29]([F:39])[O:30][C:31]1[CH:36]=[CH:35][C:34]([NH:37][NH2:38])=[CH:33][CH:32]=1. (4) Given the product [CH2:1]([O:8][C:9]([C:11]1[C:19]([CH3:20])=[C:18]2[C:14]([C:15]3[CH2:24][CH2:23][O:22][C:21]([CH2:28][C:29]([O:31][CH2:32][CH3:33])=[O:30])([CH2:25][CH2:26][CH3:27])[C:16]=3[NH:17]2)=[C:13]([C:35]#[N:36])[CH:12]=1)=[O:10])[C:2]1[CH:7]=[CH:6][CH:5]=[CH:4][CH:3]=1, predict the reactants needed to synthesize it. The reactants are: [CH2:1]([O:8][C:9]([C:11]1[C:19]([CH3:20])=[C:18]2[C:14]([C:15]3[CH2:24][CH2:23][O:22][C:21]([CH2:28][C:29]([O:31][CH2:32][CH3:33])=[O:30])([CH2:25][CH2:26][CH3:27])[C:16]=3[NH:17]2)=[C:13](Br)[CH:12]=1)=[O:10])[C:2]1[CH:7]=[CH:6][CH:5]=[CH:4][CH:3]=1.[CH3:35][N:36]1CCCC1=O.C([Cu])#N.O. (5) The reactants are: [Br:1][C:2]1[C:11]2[C:6](=[CH:7][C:8]([C:12]3[O:16][C:15]([C:17]4[C:21]5[CH:22]=[CH:23][CH:24]=[CH:25][C:20]=5[O:19][C:18]=4[CH2:26][CH2:27][CH2:28][CH3:29])=[N:14][CH:13]=3)=[CH:9][CH:10]=2)[CH:5]=[CH:4][C:3]=1[O:30][CH2:31][C:32]1[CH:41]=[CH:40][C:35]([C:36]([O:38]C)=[O:37])=[CH:34][CH:33]=1.[OH-].[Na+].CO.O. Given the product [Br:1][C:2]1[C:11]2[C:6](=[CH:7][C:8]([C:12]3[O:16][C:15]([C:17]4[C:21]5[CH:22]=[CH:23][CH:24]=[CH:25][C:20]=5[O:19][C:18]=4[CH2:26][CH2:27][CH2:28][CH3:29])=[N:14][CH:13]=3)=[CH:9][CH:10]=2)[CH:5]=[CH:4][C:3]=1[O:30][CH2:31][C:32]1[CH:33]=[CH:34][C:35]([C:36]([OH:38])=[O:37])=[CH:40][CH:41]=1, predict the reactants needed to synthesize it.